From a dataset of Forward reaction prediction with 1.9M reactions from USPTO patents (1976-2016). Predict the product of the given reaction. (1) Given the reactants [CH:1]1([CH2:5][C:6]2[N:7]=[C:8]([C:11]([NH2:13])=O)[S:9][CH:10]=2)[CH2:4][CH2:3][CH2:2]1.N1C=CC=CC=1.C(OC(C(F)(F)F)=O)(C(F)(F)F)=O.O, predict the reaction product. The product is: [CH:1]1([CH2:5][C:6]2[N:7]=[C:8]([C:11]#[N:13])[S:9][CH:10]=2)[CH2:2][CH2:3][CH2:4]1. (2) Given the reactants [F:1][C:2]1([CH2:8][OH:9])[CH2:7][CH2:6][O:5][CH2:4][CH2:3]1.[I:10][C:11]1[CH:12]=[C:13]([C:18]([F:21])([F:20])[F:19])[C:14](O)=[N:15][CH:16]=1.C1(P(C2C=CC=CC=2)C2C=CC=CC=2)C=CC=CC=1.N(/C(OC(C)(C)C)=O)=N\C(OC(C)(C)C)=O, predict the reaction product. The product is: [F:1][C:2]1([CH2:8][O:9][C:14]2[C:13]([C:18]([F:19])([F:21])[F:20])=[CH:12][C:11]([I:10])=[CH:16][N:15]=2)[CH2:7][CH2:6][O:5][CH2:4][CH2:3]1. (3) Given the reactants [C:1]([OH:4])(=[O:3])[CH3:2].C([N:12]1[CH2:28][C:27]([CH3:30])([CH3:29])[O:26][C:14]2([CH2:19][CH2:18][N:17]([C:20](=[O:25])[C:21]([F:24])([F:23])[F:22])[CH2:16][CH2:15]2)[CH2:13]1)C1C=CC=CC=1.Cl.[H][H], predict the reaction product. The product is: [C:1]([OH:4])(=[O:3])[CH3:2].[CH3:29][C:27]1([CH3:30])[O:26][C:14]2([CH2:19][CH2:18][N:17]([C:20](=[O:25])[C:21]([F:22])([F:23])[F:24])[CH2:16][CH2:15]2)[CH2:13][NH:12][CH2:28]1. (4) Given the reactants [ClH:1].Br[C:3]1[CH:8]=[CH:7][N:6]=[CH:5][CH:4]=1.[C:9]([C:12]1[CH:17]=[CH:16][C:15](B(O)O)=[CH:14][CH:13]=1)([OH:11])=[O:10].C(=O)([O-])[O-].[Na+].[Na+].Cl, predict the reaction product. The product is: [ClH:1].[N:6]1[CH:7]=[CH:8][C:3]([C:15]2[CH:16]=[CH:17][C:12]([C:9]([OH:11])=[O:10])=[CH:13][CH:14]=2)=[CH:4][CH:5]=1. (5) Given the reactants [C:1]([C:5]1[CH:14]=[CH:13][C:12]([NH:15][C:16]2[C:25]3[C:20](=[CH:21][C:22]([C:26]4[C:31]([C:32]([F:35])([F:34])[F:33])=[CH:30][CH:29]=[CH:28][N:27]=4)=[CH:23][CH:24]=3)[N:19]=[CH:18][N:17]=2)=[CH:11][C:6]=1[O:7][CH2:8][CH2:9]O)([CH3:4])([CH3:3])[CH3:2].C(N(CC)CC)C.CS(Cl)(=O)=O.C(=O)([O-])[O-].[K+].[K+].[CH3:54][O:55][C:56](=[O:62])[C@@H:57]1[CH2:61][CH2:60][CH2:59][NH:58]1, predict the reaction product. The product is: [CH3:54][O:55][C:56]([CH:57]1[CH2:61][CH2:60][CH2:59][N:58]1[CH2:9][CH2:8][O:7][C:6]1[CH:11]=[C:12]([NH:15][C:16]2[C:25]3[C:20](=[CH:21][C:22]([C:26]4[C:31]([C:32]([F:35])([F:33])[F:34])=[CH:30][CH:29]=[CH:28][N:27]=4)=[CH:23][CH:24]=3)[N:19]=[CH:18][N:17]=2)[CH:13]=[CH:14][C:5]=1[C:1]([CH3:2])([CH3:4])[CH3:3])=[O:62]. (6) Given the reactants C([O:8][C:9](=[O:26])[CH:10]([O:17][NH:18][C:19]([O:21][C:22]([CH3:25])([CH3:24])[CH3:23])=[O:20])[C:11]1[CH:16]=[CH:15][CH:14]=[CH:13][CH:12]=1)C1C=CC=CC=1.[OH-].[Na+].Cl, predict the reaction product. The product is: [C:19]([NH:18][O:17][CH:10]([C:11]1[CH:16]=[CH:15][CH:14]=[CH:13][CH:12]=1)[C:9]([OH:26])=[O:8])([O:21][C:22]([CH3:25])([CH3:24])[CH3:23])=[O:20]. (7) Given the reactants Br[CH2:2][CH2:3][C:4]([F:8])=[C:5]([F:7])[F:6].[S-:9][C:10]#[N:11].[NH4+], predict the reaction product. The product is: [F:8][C:4](=[C:5]([F:7])[F:6])[CH2:3][CH2:2][S:9][C:10]#[N:11]. (8) Given the reactants [NH2:1][C:2]1[C:3]2[C:10]([C:11]3[CH:16]=[CH:15][C:14]([NH:17][C:18]4[C:19](=[O:26])[C:20](=[O:25])[C:21]=4OCC)=[CH:13][CH:12]=3)=[C:9]([CH2:27][CH3:28])[S:8][C:4]=2[N:5]=[CH:6][N:7]=1.[CH3:29][C:30]1[CH:31]=[C:32]([CH:34]=[CH:35][CH:36]=1)[NH2:33], predict the reaction product. The product is: [NH2:1][C:2]1[C:3]2[C:10]([C:11]3[CH:16]=[CH:15][C:14]([NH:17][C:18]4[C:19](=[O:26])[C:20](=[O:25])[C:21]=4[NH:33][C:32]4[CH:34]=[CH:35][CH:36]=[C:30]([CH3:29])[CH:31]=4)=[CH:13][CH:12]=3)=[C:9]([CH2:27][CH3:28])[S:8][C:4]=2[N:5]=[CH:6][N:7]=1. (9) Given the reactants [H-].[Na+].[C:3]([O:13][CH2:14][C:15]1[CH:20]=[CH:19][CH:18]=[CH:17][CH:16]=1)(=[O:12])[CH2:4][C:5]([O:7][C:8]([CH3:11])([CH3:10])[CH3:9])=[O:6].Br[CH2:22][CH2:23][C@@H:24]([NH:32][C:33]([O:35][C:36]([CH3:39])([CH3:38])[CH3:37])=[O:34])[C:25]([O:27][C:28]([CH3:31])([CH3:30])[CH3:29])=[O:26], predict the reaction product. The product is: [CH2:14]([O:13][C:3]([CH:4]([CH2:22][CH2:23][C@@H:24]([NH:32][C:33]([O:35][C:36]([CH3:37])([CH3:39])[CH3:38])=[O:34])[C:25]([O:27][C:28]([CH3:29])([CH3:30])[CH3:31])=[O:26])[C:5]([O:7][C:8]([CH3:11])([CH3:10])[CH3:9])=[O:6])=[O:12])[C:15]1[CH:16]=[CH:17][CH:18]=[CH:19][CH:20]=1. (10) Given the reactants I[CH2:2][CH2:3][O:4][CH2:5][CH2:6][O:7][CH2:8][CH2:9]I.[SH:11][C:12]1[NH:16][N:15]=[N:14][CH:13]=1, predict the reaction product. The product is: [N:14]1[CH:13]=[C:12]([S:11][CH2:2][CH2:3][O:4][CH2:5][CH2:6][O:7][CH2:8][CH2:9][S:11][C:12]2[NH:16][N:15]=[N:14][CH:13]=2)[NH:16][N:15]=1.